This data is from Forward reaction prediction with 1.9M reactions from USPTO patents (1976-2016). The task is: Predict the product of the given reaction. (1) Given the reactants [C:1]([NH:4][C:5]1[CH:6]=[C:7]2[C:18]3[CH:17]=[CH:16][C:15]([O:19][CH2:20][C@@H:21]([NH:26][C:27](=[O:33])[O:28][C:29]([CH3:32])([CH3:31])[CH3:30])[CH2:22][CH:23]([CH3:25])[CH3:24])=[CH:14][C:13]=3[O:12][CH2:11][C:8]2=[CH:9][N:10]=1)(=[O:3])[CH3:2].C1C(=O)N([Cl:41])C(=O)C1, predict the reaction product. The product is: [C:1]([NH:4][C:5]1[CH:6]=[C:7]2[C:18]3[CH:17]=[C:16]([Cl:41])[C:15]([O:19][CH2:20][C@@H:21]([NH:26][C:27](=[O:33])[O:28][C:29]([CH3:31])([CH3:30])[CH3:32])[CH2:22][CH:23]([CH3:25])[CH3:24])=[CH:14][C:13]=3[O:12][CH2:11][C:8]2=[CH:9][N:10]=1)(=[O:3])[CH3:2]. (2) The product is: [Br:1][C:2]1[CH:10]=[C:9]([CH3:11])[CH:8]=[CH:7][C:3]=1[C:4]([O:6][CH3:17])=[O:5]. Given the reactants [Br:1][C:2]1[CH:10]=[C:9]([CH3:11])[CH:8]=[CH:7][C:3]=1[C:4]([OH:6])=[O:5].S(=O)(=O)(O)O.[CH3:17]O, predict the reaction product.